Task: Predict which catalyst facilitates the given reaction.. Dataset: Catalyst prediction with 721,799 reactions and 888 catalyst types from USPTO (1) Reactant: Br[C:2]1[CH:3]=[CH:4][C:5]2[O:9][C:8]([CH2:10][OH:11])=[CH:7][C:6]=2[CH:12]=1.C([SnH2][C:18]1[CH:23]=[CH:22][N:21]=[N:20][CH:19]=1)(C)(C)C.O. Product: [N:20]1[CH:19]=[CH:18][C:23]([C:2]2[CH:3]=[CH:4][C:5]3[O:9][C:8]([CH2:10][OH:11])=[CH:7][C:6]=3[CH:12]=2)=[CH:22][N:21]=1. The catalyst class is: 109. (2) Reactant: [CH3:1][O:2][C:3](=[O:14])[C:4]1[CH:9]=[C:8]([N+:10]([O-])=O)[CH:7]=[C:6]([Br:13])[CH:5]=1.Cl[Sn]Cl. Product: [CH3:1][O:2][C:3](=[O:14])[C:4]1[CH:5]=[C:6]([Br:13])[CH:7]=[C:8]([NH2:10])[CH:9]=1. The catalyst class is: 5. (3) Reactant: [C:1]([O:6][CH2:7][CH2:8][OH:9])(=[O:5])[C:2]([CH3:4])=[CH2:3].C([Li])CCC.[N:15]#[C:16]Br. Product: [O:9]([CH2:8][CH2:7][O:6][C:1](=[O:5])[C:2]([CH3:4])=[CH2:3])[C:16]#[N:15]. The catalyst class is: 7. (4) Product: [NH2:25][C:21]1[O:10][C:11]2[C:19]([CH:8]([C:4]3[CH:5]=[N:6][CH:7]=[C:2]([CH3:1])[CH:3]=3)[C:22]=1[C:23]#[N:24])=[CH:18][CH:17]=[C:16]1[N:15]([CH3:20])[CH:14]=[CH:13][C:12]=21. Reactant: [CH3:1][C:2]1[CH:3]=[C:4]([CH:8]=O)[CH:5]=[N:6][CH:7]=1.[OH:10][C:11]1[CH:19]=[CH:18][CH:17]=[C:16]2[C:12]=1[CH:13]=[CH:14][N:15]2[CH3:20].[C:21](#[N:25])[CH2:22][C:23]#[N:24].N1CCCCC1. The catalyst class is: 8.